From a dataset of Reaction yield outcomes from USPTO patents with 853,638 reactions. Predict the reaction yield, written as a fraction of the theoretical maximum amount of product (1.0 means a 100% yield; for example, 0.34 means a 34% yield). (1) The reactants are I[C:2]1[C:7]([O:8][CH3:9])=[CH:6][C:5]([C@@H:10]([O:15][CH2:16][C:17]2[C:18]([NH2:32])=[N:19][C:20](=[O:31])[N:21]([CH:30]=2)[C@@H:22]2[O:29][C@H:26]([CH2:27][OH:28])[C@@H:24]([OH:25])[CH2:23]2)[C:11]([CH3:14])([CH3:13])[CH3:12])=[C:4]([N+:33]([O-:35])=[O:34])[CH:3]=1.[CH2:36]([N-:39][C:40](=[O:45])[C:41]([F:44])([F:43])[F:42])[C:37]#[CH:38].CCN(CC)CC. The catalyst is CN(C=O)C.[Pd].C1(P(C2C=CC=CC=2)C2C=CC=CC=2)C=CC=CC=1.C1(P(C2C=CC=CC=2)C2C=CC=CC=2)C=CC=CC=1.C1(P(C2C=CC=CC=2)C2C=CC=CC=2)C=CC=CC=1.C1(P(C2C=CC=CC=2)C2C=CC=CC=2)C=CC=CC=1.[Cu]I. The product is [CH3:9][O:8][C:7]1[C:2]([C:38]#[C:37][CH2:36][NH:39][C:40](=[O:45])[C:41]([F:44])([F:43])[F:42])=[CH:3][C:4]([N+:33]([O-:35])=[O:34])=[C:5]([C@@H:10]([O:15][CH2:16][C:17]2[C:18]([NH2:32])=[N:19][C:20](=[O:31])[N:21]([CH:30]=2)[C@@H:22]2[O:29][C@H:26]([CH2:27][OH:28])[C@@H:24]([OH:25])[CH2:23]2)[C:11]([CH3:13])([CH3:14])[CH3:12])[CH:6]=1. The yield is 0.910. (2) The reactants are Cl[C:2]1[CH:3]=[CH:4][C:5](=[O:13])[N:6]([CH2:8][CH2:9][N:10]([CH3:12])[CH3:11])[N:7]=1.C(=O)([O-])[O-].[Cs+].[Cs+].[Cl:20][C:21]1[CH:22]=[C:23]2[C:27](=[CH:28][CH:29]=1)[NH:26][C:25]([S:30]([N:33]1[CH2:38][CH2:37][N:36]([C:39]([C:41]3[CH:46]=[CH:45][C:44](B(O)O)=[CH:43][CH:42]=3)=[O:40])[CH2:35][CH2:34]1)(=[O:32])=[O:31])=[CH:24]2. The catalyst is COCCOC.O.C(O)C.C1(C=CC=CC=1)[P](C1C=CC=CC=1)(C1C=CC=CC=1)[Pd][P](C1C=CC=CC=1)(C1C=CC=CC=1)C1C=CC=CC=1. The product is [Cl:20][C:21]1[CH:22]=[C:23]2[C:27](=[CH:28][CH:29]=1)[NH:26][C:25]([S:30]([N:33]1[CH2:34][CH2:35][N:36]([C:39]([C:41]3[CH:42]=[CH:43][C:44]([C:2]4[CH:3]=[CH:4][C:5](=[O:13])[N:6]([CH2:8][CH2:9][N:10]([CH3:12])[CH3:11])[N:7]=4)=[CH:45][CH:46]=3)=[O:40])[CH2:37][CH2:38]1)(=[O:31])=[O:32])=[CH:24]2. The yield is 0.600. (3) The reactants are Br[C:2]1[CH:28]=[CH:27][C:5]2[N:6]([CH2:9][C:10]3[CH:26]=[CH:25][C:13]4[N:14]=[C:15]([NH:17][C@@H:18]5[CH2:23][CH2:22][CH2:21][CH2:20][C@H:19]5[OH:24])[O:16][C:12]=4[CH:11]=3)[CH:7]=[N:8][C:4]=2[CH:3]=1.O.[CH3:30][N:31](C=O)C. The catalyst is [C-]#N.[C-]#N.[Zn+2].C1C=CC(/C=C/C(/C=C/C2C=CC=CC=2)=O)=CC=1.C1C=CC(/C=C/C(/C=C/C2C=CC=CC=2)=O)=CC=1.C1C=CC(/C=C/C(/C=C/C2C=CC=CC=2)=O)=CC=1.[Pd].[Pd].C1C=CC(P(C2C=CC=CC=2)[C-]2C=CC=C2)=CC=1.C1C=CC(P(C2C=CC=CC=2)[C-]2C=CC=C2)=CC=1.[Fe+2]. The product is [OH:24][C@@H:19]1[CH2:20][CH2:21][CH2:22][CH2:23][C@H:18]1[NH:17][C:15]1[O:16][C:12]2[CH:11]=[C:10]([CH2:9][N:6]3[C:5]4[CH:27]=[CH:28][C:2]([C:30]#[N:31])=[CH:3][C:4]=4[N:8]=[CH:7]3)[CH:26]=[CH:25][C:13]=2[N:14]=1. The yield is 0.357. (4) The reactants are [CH3:1][C:2]1[S:6][C:5]([C:7]([OH:9])=O)=[CH:4][C:3]=1[C:10]1[N:14]([CH3:15])[N:13]=[CH:12][CH:11]=1.[NH2:16][C@@H:17]([CH2:30][C:31]1[CH:36]=[CH:35][CH:34]=[C:33]([C:37]([F:40])([F:39])[F:38])[CH:32]=1)[CH2:18][N:19]1[C:27](=[O:28])[C:26]2[C:21](=[CH:22][CH:23]=[CH:24][CH:25]=2)[C:20]1=[O:29].C1CN([P+](Br)(N2CCCC2)N2CCCC2)CC1.F[P-](F)(F)(F)(F)F.CCN(C(C)C)C(C)C. The catalyst is C(Cl)(Cl)Cl. The product is [O:28]=[C:27]1[C:26]2[C:21](=[CH:22][CH:23]=[CH:24][CH:25]=2)[C:20](=[O:29])[N:19]1[CH2:18][C@@H:17]([NH:16][C:7]([C:5]1[S:6][C:2]([CH3:1])=[C:3]([C:10]2[N:14]([CH3:15])[N:13]=[CH:12][CH:11]=2)[CH:4]=1)=[O:9])[CH2:30][C:31]1[CH:36]=[CH:35][CH:34]=[C:33]([C:37]([F:39])([F:38])[F:40])[CH:32]=1. The yield is 0.450. (5) The reactants are [Br:1][C:2]1[C:9]([Cl:10])=[CH:8][CH:7]=[CH:6][C:3]=1[CH2:4]Br.[Si]([C:15]#[N:16])(C)(C)C.CCCC[N+](CCCC)(CCCC)CCCC.[F-]. The catalyst is CC#N. The product is [Br:1][C:2]1[C:9]([Cl:10])=[CH:8][CH:7]=[CH:6][C:3]=1[CH2:4][C:15]#[N:16]. The yield is 0.880. (6) The reactants are [N:1]1([CH2:7][CH:8]2[CH2:13][CH2:12][NH:11][CH2:10][CH2:9]2)[CH2:6][CH2:5][CH2:4][CH2:3][CH2:2]1.[F:14][C:15]([F:41])([F:40])[C:16]1[CH:21]=[CH:20][C:19]([C:22]2[C:23]([C:28]([NH:30][C:31]3[CH:32]=[C:33]([C:37](O)=[O:38])[N:34]([CH3:36])[CH:35]=3)=[O:29])=[CH:24][CH:25]=[CH:26][CH:27]=2)=[CH:18][CH:17]=1.CN(C(ON1N=NC2C=CC=CC1=2)=[N+](C)C)C.[B-](F)(F)(F)F.C(N(CC)CC)C. The catalyst is CN(C)C=O.ClCCl.C(O)C. The product is [CH3:36][N:34]1[CH:35]=[C:31]([NH:30][C:28]([C:23]2[C:22]([C:19]3[CH:20]=[CH:21][C:16]([C:15]([F:14])([F:40])[F:41])=[CH:17][CH:18]=3)=[CH:27][CH:26]=[CH:25][CH:24]=2)=[O:29])[CH:32]=[C:33]1[C:37]([N:11]1[CH2:10][CH2:9][CH:8]([CH2:7][N:1]2[CH2:2][CH2:3][CH2:4][CH2:5][CH2:6]2)[CH2:13][CH2:12]1)=[O:38]. The yield is 0.960. (7) The reactants are [CH3:1][S:2][C:3]1[N:4]=[CH:5][C:6]2[CH:12]=[CH:11][C:10](=[O:13])[NH:9][C:7]=2[N:8]=1.[Br:14]N1C(=O)CCC1=O. The catalyst is CN(C)C=O. The product is [Br:14][C:11]1[C:10](=[O:13])[NH:9][C:7]2[N:8]=[C:3]([S:2][CH3:1])[N:4]=[CH:5][C:6]=2[CH:12]=1. The yield is 0.480. (8) The reactants are [O:1]1[CH2:6][CH2:5][C:4](=[O:7])[CH2:3][CH2:2]1.[CH3:8][O:9][C:10](=O)[O:11]C.CC(C)([O-])C.[K+]. No catalyst specified. The product is [CH3:8][O:9][C:10]([CH:3]1[C:4](=[O:7])[CH2:5][CH2:6][O:1][CH2:2]1)=[O:11]. The yield is 0.263.